This data is from Forward reaction prediction with 1.9M reactions from USPTO patents (1976-2016). The task is: Predict the product of the given reaction. (1) The product is: [C:1]([O:4][C:5]1[CH:14]=[C:13]2[C:8]([C:9]([Cl:34])=[N:10][CH:11]=[N:12]2)=[C:7]([O:16][CH:17]2[CH2:22][CH2:21][O:20][CH2:19][CH2:18]2)[CH:6]=1)(=[O:3])[CH3:2]. Given the reactants [C:1]([O:4][C:5]1[CH:14]=[C:13]2[C:8]([C:9](=O)[NH:10][CH:11]=[N:12]2)=[C:7]([O:16][CH:17]2[CH2:22][CH2:21][O:20][CH2:19][CH2:18]2)[CH:6]=1)(=[O:3])[CH3:2].C(N(C(C)C)CC)(C)C.P(Cl)(Cl)([Cl:34])=O, predict the reaction product. (2) Given the reactants [NH:1]1[C:5]2[CH:6]=[CH:7][CH:8]=[CH:9][C:4]=2[N:3]=[C:2]1[CH:10]=O.[NH2:12][CH:13]1[CH2:18][CH2:17][N:16]([CH3:19])[CH2:15][CH2:14]1, predict the reaction product. The product is: [NH:1]1[C:5]2[CH:6]=[CH:7][CH:8]=[CH:9][C:4]=2[N:3]=[C:2]1[CH:10]=[N:12][CH:13]1[CH2:18][CH2:17][N:16]([CH3:19])[CH2:15][CH2:14]1. (3) Given the reactants [CH2:1]([CH:3]([N:7]1[CH2:11][CH2:10][CH2:9][C:8]1=[O:12])[C:4]([OH:6])=[O:5])[CH3:2].N.NC(CC)C(N)=O, predict the reaction product. The product is: [CH2:1]([CH:3]([N:7]1[CH2:11][CH2:10][CH2:9][C:8]1=[O:12])[C:4]([OH:6])=[O:5])[CH3:2].[CH2:1]([C@@H:3]([N:7]1[CH2:11][CH2:10][CH2:9][C:8]1=[O:12])[C:4]([OH:6])=[O:5])[CH3:2]. (4) Given the reactants [C:1]1([SH:11])[C:10]2[C:5](=[CH:6][CH:7]=[CH:8][CH:9]=2)[CH:4]=[CH:3][CH:2]=1.Cl[C:13]1[S:17][C:16]([C:18](=[O:20])[CH3:19])=[CH:15][C:14]=1[N+:21]([O-:23])=[O:22], predict the reaction product. The product is: [C:1]1([S:11][C:13]2[S:17][C:16]([C:18](=[O:20])[CH3:19])=[CH:15][C:14]=2[N+:21]([O-:23])=[O:22])[C:10]2[C:5](=[CH:6][CH:7]=[CH:8][CH:9]=2)[CH:4]=[CH:3][CH:2]=1.